Predict the reaction yield, written as a fraction of the theoretical maximum amount of product (1.0 means a 100% yield; for example, 0.34 means a 34% yield). From a dataset of Reaction yield outcomes from USPTO patents with 853,638 reactions. (1) The reactants are [CH:1]1([N:6]2[C:10]3[N:11]=[C:12]([NH:15][C:16]4[CH:24]=[CH:23][C:19]([C:20](O)=[O:21])=[CH:18][N:17]=4)[N:13]=[CH:14][C:9]=3[CH:8]=[C:7]2[C:25](=[O:29])[N:26]([CH3:28])[CH3:27])[CH2:5][CH2:4][CH2:3][CH2:2]1.[CH3:30][N:31]([CH3:40])[CH:32]1[CH:37]2[CH2:38][CH2:39][CH:33]1[CH2:34][NH:35][CH2:36]2. No catalyst specified. The product is [CH:1]1([N:6]2[C:10]3[N:11]=[C:12]([NH:15][C:16]4[CH:24]=[CH:23][C:19]([C:20]([N:35]5[CH2:36][CH:37]6[CH:32]([N:31]([CH3:40])[CH3:30])[CH:33]([CH2:39][CH2:38]6)[CH2:34]5)=[O:21])=[CH:18][N:17]=4)[N:13]=[CH:14][C:9]=3[CH:8]=[C:7]2[C:25]([N:26]([CH3:27])[CH3:28])=[O:29])[CH2:5][CH2:4][CH2:3][CH2:2]1. The yield is 0.140. (2) The reactants are [Br:1][C:2]1[CH:3]=[C:4]2[C:8](=[CH:9][C:10]=1[N+:11]([O-:13])=[O:12])[NH:7][CH2:6][CH2:5]2.C(C1C(=O)C(Cl)=C(Cl)C(=O)C=1C#N)#N. The catalyst is O1CCOCC1. The product is [Br:1][C:2]1[CH:3]=[C:4]2[C:8](=[CH:9][C:10]=1[N+:11]([O-:13])=[O:12])[NH:7][CH:6]=[CH:5]2. The yield is 0.380. (3) The reactants are [CH3:1][C:2]1[CH:8]=[C:7]([CH3:9])[CH:6]=[C:5]([CH3:10])[C:3]=1[NH2:4].[C:11]1([CH3:21])[CH:16]=[CH:15][C:14]([S:17](Cl)(=[O:19])=[O:18])=[CH:13][CH:12]=1.Cl. The catalyst is N1C=CC=CC=1. The product is [C:11]1([CH3:21])[CH:16]=[CH:15][C:14]([S:17]([NH:4][C:3]2[C:5]([CH3:10])=[CH:6][C:7]([CH3:9])=[CH:8][C:2]=2[CH3:1])(=[O:19])=[O:18])=[CH:13][CH:12]=1. The yield is 0.890. (4) The reactants are [CH3:1][O:2][C:3](=[O:30])[CH2:4][C:5]1[C:14]([CH3:15])=[C:13]([O:16][C:17]2[C:22](Br)=[CH:21][C:20]([S:24]([CH2:27][CH3:28])(=[O:26])=[O:25])=[CH:19][N:18]=2)[C:12]2[C:7](=[CH:8][CH:9]=[C:10]([F:29])[CH:11]=2)[CH:6]=1.[CH2:31](B(O)O)[CH3:32].P([O-])([O-])([O-])=O.[K+].[K+].[K+].C1(P(C2C=CC=CC=2)C2C=CC=CC=2)C=CC=CC=1. The catalyst is Cl[Pd](Cl)([P](C1C=CC=CC=1)(C1C=CC=CC=1)C1C=CC=CC=1)[P](C1C=CC=CC=1)(C1C=CC=CC=1)C1C=CC=CC=1.C1(C)C=CC=CC=1. The product is [CH3:1][O:2][C:3](=[O:30])[CH2:4][C:5]1[C:14]([CH3:15])=[C:13]([O:16][C:17]2[C:22]([CH2:31][CH3:32])=[CH:21][C:20]([S:24]([CH2:27][CH3:28])(=[O:26])=[O:25])=[CH:19][N:18]=2)[C:12]2[C:7](=[CH:8][CH:9]=[C:10]([F:29])[CH:11]=2)[CH:6]=1. The yield is 0.476.